From a dataset of Full USPTO retrosynthesis dataset with 1.9M reactions from patents (1976-2016). Predict the reactants needed to synthesize the given product. (1) The reactants are: [CH:1]1[C:9]2[C:8]3[CH2:10][CH2:11][CH2:12][CH2:13][CH2:14][CH2:15][C:7]=3[O:6][C:5]=2[CH:4]=[CH:3][C:2]=1[NH2:16].[S:17]1[CH:21]=[CH:20][CH:19]=[C:18]1[C:22](Cl)=[O:23]. Given the product [CH:1]1[C:9]2[C:8]3[CH2:10][CH2:11][CH2:12][CH2:13][CH2:14][CH2:15][C:7]=3[O:6][C:5]=2[CH:4]=[CH:3][C:2]=1[NH:16][C:22]([C:18]1[S:17][CH:21]=[CH:20][CH:19]=1)=[O:23], predict the reactants needed to synthesize it. (2) The reactants are: [CH2:1]([O:8][C:9]1[CH:10]=[C:11]([C:15]2[C:23]3[C:22]([NH2:24])=[N:21][CH:20]=[N:19][C:18]=3[N:17]([C@H:25]3[CH2:28][C@@H:27]([CH2:29][N:30]4[CH2:35][CH2:34]S[CH2:32][CH2:31]4)[CH2:26]3)[CH:16]=2)[CH:12]=[CH:13][CH:14]=1)[C:2]1[CH:7]=[CH:6][CH:5]=[CH:4][CH:3]=1.[OH:36][S:37]([O-:40])(=O)=O.OS(O[O-])(=O)=O.OS(O[O-])(=O)=O.[O-]S([O-])(=O)=O.[K+].[K+].[K+].[K+].[K+].CC([O-])=O.[Na+]. Given the product [CH2:1]([O:8][C:9]1[CH:10]=[C:11]([C:15]2[C:23]3[C:22]([NH2:24])=[N:21][CH:20]=[N:19][C:18]=3[N:17]([C@H:25]3[CH2:28][C@@H:27]([CH2:29][N:30]4[CH2:35][CH2:34][S:37](=[O:40])(=[O:36])[CH2:32][CH2:31]4)[CH2:26]3)[CH:16]=2)[CH:12]=[CH:13][CH:14]=1)[C:2]1[CH:7]=[CH:6][CH:5]=[CH:4][CH:3]=1, predict the reactants needed to synthesize it. (3) Given the product [O:8]=[C:3]1[C@@H:4]2[CH2:7][C@@H:1]([CH:6]=[CH:5]2)[N:2]1[C:9]([O:10][C:11]([CH3:14])([CH3:13])[CH3:12])=[O:15], predict the reactants needed to synthesize it. The reactants are: [CH:1]12[CH2:7][CH:4]([CH:5]=[CH:6]1)[C:3](=[O:8])[NH:2]2.[C:9](=O)([O:15]C(C)(C)C)[O:10][C:11]([CH3:14])([CH3:13])[CH3:12]. (4) Given the product [CH:1]1([NH:5][C:6]2[C:11]([NH2:12])=[CH:10][C:9]([C:15]([F:18])([F:16])[F:17])=[CH:8][N:7]=2)[CH2:2][CH2:3][CH2:4]1, predict the reactants needed to synthesize it. The reactants are: [CH:1]1([NH:5][C:6]2[C:11]([N+:12]([O-])=O)=[CH:10][C:9]([C:15]([F:18])([F:17])[F:16])=[CH:8][N:7]=2)[CH2:4][CH2:3][CH2:2]1.[Cl-].[NH4+].O. (5) Given the product [C:55]1([C:36]2[CH:37]=[CH:38][CH:39]=[CH:40][CH:41]=2)[CH:54]=[CH:6][C:7]([CH:20]([N:62]([CH3:61])[C:11](=[O:13])[CH2:10][N:9]([C:4]2[CH:5]=[CH:6][C:7]([Cl:8])=[C:2]([Cl:1])[CH:3]=2)[CH2:14][CH2:15][O:16][CH3:17])[CH2:19][N:21]2[CH2:24][CH2:25][CH2:23][CH2:22]2)=[CH:2][CH:3]=1, predict the reactants needed to synthesize it. The reactants are: [Cl:1][C:2]1[CH:3]=[C:4]([N:9]([CH2:14][CH2:15][O:16][CH3:17])[CH2:10][C:11]([OH:13])=O)[CH:5]=[CH:6][C:7]=1[Cl:8].[Li].[CH2:19]([N:21]([CH2:24][CH3:25])[CH2:22][CH3:23])[CH3:20].F[P-](F)(F)(F)(F)F.N1(O[P+](N(C)C)(N(C)C)N(C)C)[C:37]2[CH:38]=[CH:39][CH:40]=[CH:41][C:36]=2N=N1.F[C:54](F)(F)[C:55](O)=O.C[C:61]#[N:62].O. (6) The reactants are: [F:1][C:2]1[C:7]([OH:8])=[C:6]([C:9]2[CH:14]=[CH:13][N:12]=[CH:11][CH:10]=2)[CH:5]=[CH:4][CH:3]=1.[F:15][C:16]([F:29])([F:28])[S:17](O[S:17]([C:16]([F:29])([F:28])[F:15])(=[O:19])=[O:18])(=[O:19])=[O:18]. Given the product [F:1][C:2]1[CH:3]=[CH:4][CH:5]=[C:6]([C:9]2[CH:14]=[CH:13][N:12]=[CH:11][CH:10]=2)[C:7]=1[O:8][S:17]([C:16]([F:29])([F:28])[F:15])(=[O:19])=[O:18], predict the reactants needed to synthesize it. (7) Given the product [NH2:39][C:37]([C:32]1[CH:33]=[N:34][C:35]2[C:30]([C:31]=1[NH:1][C:2]1[CH:3]=[C:4]([CH:8]=[C:9]([C:11]3[CH2:16][CH2:15][O:14][CH2:13][CH:12]=3)[CH:10]=1)[C:5]([OH:7])=[O:6])=[CH:29][CH:28]=[C:27]([C:22]1[C:23]([O:25][CH3:26])=[N:24][C:19]([O:18][CH3:17])=[N:20][CH:21]=1)[CH:36]=2)=[O:38], predict the reactants needed to synthesize it. The reactants are: [NH2:1][C:2]1[CH:3]=[C:4]([CH:8]=[C:9]([C:11]2[CH2:12][CH2:13][O:14][CH2:15][CH:16]=2)[CH:10]=1)[C:5]([OH:7])=[O:6].[CH3:17][O:18][C:19]1[N:24]=[C:23]([O:25][CH3:26])[C:22]([C:27]2[CH:36]=[C:35]3[C:30]([C:31](Cl)=[C:32]([C:37]([NH2:39])=[O:38])[CH:33]=[N:34]3)=[CH:29][CH:28]=2)=[CH:21][N:20]=1. (8) Given the product [N+:1]([C:4]1[CH:5]=[C:6]([C:10]2[CH:20]=[CH:19][C:13]([C:14]([OH:16])=[O:15])=[CH:12][CH:11]=2)[CH:7]=[CH:8][CH:9]=1)([O-:3])=[O:2], predict the reactants needed to synthesize it. The reactants are: [N+:1]([C:4]1[CH:5]=[C:6]([C:10]2[CH:20]=[CH:19][C:13]([C:14]([O:16]CC)=[O:15])=[CH:12][CH:11]=2)[CH:7]=[CH:8][CH:9]=1)([O-:3])=[O:2].[OH-].[Na+].Cl. (9) Given the product [CH2:24]([O:23][C:21](=[O:22])[C:20]([O:9][C:6]1[CH:5]=[CH:4][C:3]([C:10](=[O:12])[CH3:11])=[C:2]([F:1])[C:7]=1[CH3:8])([CH3:27])[CH3:26])[CH3:25], predict the reactants needed to synthesize it. The reactants are: [F:1][C:2]1[C:7]([CH3:8])=[C:6]([OH:9])[CH:5]=[CH:4][C:3]=1[C:10](=[O:12])[CH3:11].C(=O)([O-])[O-].[Cs+].[Cs+].Br[C:20]([CH3:27])([CH3:26])[C:21]([O:23][CH2:24][CH3:25])=[O:22].OS([O-])(=O)=O.[K+]. (10) Given the product [O:48]=[C:46]([N:3]1[CH2:4][CH2:6][CH:68]([O:67][C:66]2[CH:74]=[CH:75][CH:76]=[CH:77][C:65]=2[C:64]([F:63])([F:78])[F:79])[CH2:9][CH2:7]1)[CH2:45][NH:44][C:42]([C:40]1[N:39]=[N:38][N:37]([C:33]2[CH:32]=[N:31][CH:36]=[CH:35][CH:34]=2)[CH:41]=1)=[O:43], predict the reactants needed to synthesize it. The reactants are: CC[N:3]([CH:7]([CH3:9])C)[CH:4]([CH3:6])C.C1C=CC2N(O)N=NC=2C=1.CCN=C=NCCCN(C)C.[N:31]1[CH:36]=[CH:35][CH:34]=[C:33]([N:37]2[CH:41]=[C:40]([C:42]([NH:44][CH2:45][C:46]([OH:48])=O)=[O:43])[N:39]=[N:38]2)[CH:32]=1.NC1C=NC=CC=1.FC(F)(F)C(O)=O.[F:63][C:64]([F:79])([F:78])[C:65]1[CH:77]=[CH:76][CH:75]=[CH:74][C:66]=1[O:67][CH:68]1CCNCC1.[Pb].O.